This data is from NCI-60 drug combinations with 297,098 pairs across 59 cell lines. The task is: Regression. Given two drug SMILES strings and cell line genomic features, predict the synergy score measuring deviation from expected non-interaction effect. (1) Drug 1: C1C(C(OC1N2C=C(C(=O)NC2=O)F)CO)O. Drug 2: C1CN(CCN1C(=O)CCBr)C(=O)CCBr. Cell line: SR. Synergy scores: CSS=85.2, Synergy_ZIP=0.0850, Synergy_Bliss=-0.743, Synergy_Loewe=0.138, Synergy_HSA=2.81. (2) Drug 1: C1=CC=C(C=C1)NC(=O)CCCCCCC(=O)NO. Drug 2: CC1CCC2CC(C(=CC=CC=CC(CC(C(=O)C(C(C(=CC(C(=O)CC(OC(=O)C3CCCCN3C(=O)C(=O)C1(O2)O)C(C)CC4CCC(C(C4)OC)OCCO)C)C)O)OC)C)C)C)OC. Cell line: OVCAR3. Synergy scores: CSS=7.45, Synergy_ZIP=-7.71, Synergy_Bliss=-11.6, Synergy_Loewe=-11.7, Synergy_HSA=-9.37. (3) Drug 1: CCC1(CC2CC(C3=C(CCN(C2)C1)C4=CC=CC=C4N3)(C5=C(C=C6C(=C5)C78CCN9C7C(C=CC9)(C(C(C8N6C)(C(=O)OC)O)OC(=O)C)CC)OC)C(=O)OC)O.OS(=O)(=O)O. Drug 2: COCCOC1=C(C=C2C(=C1)C(=NC=N2)NC3=CC=CC(=C3)C#C)OCCOC.Cl. Cell line: SNB-75. Synergy scores: CSS=-2.60, Synergy_ZIP=1.22, Synergy_Bliss=0.0823, Synergy_Loewe=-3.78, Synergy_HSA=-3.73.